Dataset: Forward reaction prediction with 1.9M reactions from USPTO patents (1976-2016). Task: Predict the product of the given reaction. The product is: [Cl:26][C:25]1[C:24]([O:27][CH3:28])=[CH:23][C:22]([O:29][CH3:30])=[C:21]([Cl:31])[C:20]=1[C:10]1[C:9](=[O:32])[N:8]([CH2:7][CH2:6][C:5]2[CH:4]=[CH:3][C:2]([NH:1][C:40](=[O:41])/[CH:39]=[CH:38]/[CH2:37][N:36]([CH3:43])[CH3:35])=[CH:34][CH:33]=2)[C:13]2[N:14]=[C:15]([NH:18][CH3:19])[N:16]=[CH:17][C:12]=2[CH:11]=1. Given the reactants [NH2:1][C:2]1[CH:34]=[CH:33][C:5]([CH2:6][CH2:7][N:8]2[C:13]3[N:14]=[C:15]([NH:18][CH3:19])[N:16]=[CH:17][C:12]=3[CH:11]=[C:10]([C:20]3[C:25]([Cl:26])=[C:24]([O:27][CH3:28])[CH:23]=[C:22]([O:29][CH3:30])[C:21]=3[Cl:31])[C:9]2=[O:32])=[CH:4][CH:3]=1.[CH3:35][N:36]([CH3:43])[CH2:37]/[CH:38]=[CH:39]/[C:40](Cl)=[O:41].O, predict the reaction product.